This data is from Full USPTO retrosynthesis dataset with 1.9M reactions from patents (1976-2016). The task is: Predict the reactants needed to synthesize the given product. (1) Given the product [F:1][C:2]([F:17])([C:3]1[N:28]2[N:29]=[C:24]([C:22]3[S:21][N:20]=[C:19]([CH3:18])[CH:23]=3)[CH:25]=[CH:26][C:27]2=[N:30][N:31]=1)[C:7]1[CH:8]=[C:9]2[C:14](=[CH:15][CH:16]=1)[N:13]=[CH:12][CH:11]=[CH:10]2, predict the reactants needed to synthesize it. The reactants are: [F:1][C:2]([F:17])([C:7]1[CH:8]=[C:9]2[C:14](=[CH:15][CH:16]=1)[N:13]=[CH:12][CH:11]=[CH:10]2)[C:3](OC)=O.[CH3:18][C:19]1[CH:23]=[C:22]([C:24]2[N:29]=[N:28][C:27]([NH:30][NH2:31])=[CH:26][CH:25]=2)[S:21][N:20]=1.O.C1(C)C=CC(S(O)(=O)=O)=CC=1.C([O-])(O)=O.[Na+]. (2) Given the product [C:18]1([C:2]2[CH:9]=[CH:8][C:5]([CH:6]=[O:7])=[CH:4][N:3]=2)[C:19]2[C:14](=[CH:13][CH:12]=[CH:11][CH:10]=2)[CH:15]=[CH:16][CH:17]=1, predict the reactants needed to synthesize it. The reactants are: Br[C:2]1[CH:9]=[CH:8][C:5]([CH:6]=[O:7])=[CH:4][N:3]=1.[C:10]1(B(O)O)[C:19]2[C:14](=[CH:15][CH:16]=[CH:17][CH:18]=2)[CH:13]=[CH:12][CH:11]=1. (3) The reactants are: [NH2:1][C:2]1[CH:10]=[C:9]([O:11][CH3:12])[CH:8]=[CH:7][C:3]=1[C:4](O)=[O:5].[CH:13](N)=[NH:14]. Given the product [CH3:12][O:11][C:9]1[CH:10]=[C:2]2[C:3]([C:4]([OH:5])=[N:14][CH:13]=[N:1]2)=[CH:7][CH:8]=1, predict the reactants needed to synthesize it.